Dataset: Experimentally validated miRNA-target interactions with 360,000+ pairs, plus equal number of negative samples. Task: Binary Classification. Given a miRNA mature sequence and a target amino acid sequence, predict their likelihood of interaction. (1) The miRNA is hsa-miR-6853-5p with sequence AGCGUGGGAUGUCCAUGAAGUCAG. The protein sequence of the target gene is MPLHKYPVWLWKRLQLREGICSRLPGHYLRSLEEERTPTPVHYRPHGAKFKINPKNGQRERVEDVPIPIYFPPESQRGLWGGEGWILGQIYANNDKLSKRLKKVWKPQLFEREFYSEILDKKFTVTVTMRTLDLIDEAYGLDFYILKTPKEDLCSKFGMDLKRGMLLRLARQDPQLHPEDPERRAAIYDKYKEFAIPEEEAEWVGLTLEEAIEKQRLLEEKDPVPLFKIYVAELIQQLQQQALSEPAVVQKRASGQ. Result: 0 (no interaction). (2) The miRNA is mmu-miR-297a-5p with sequence AUGUAUGUGUGCAUGUGCAUGU. The protein sequence of the target gene is MEGASFGAGRAGAAFDPVSFARRPQTLLRVVSWVFSIAVFGPIVNEGYVNSDSGPELRCVFNGNAGACRFGVVLGLGAFIACVAFLLLDVRFQQISSVRDRRRAVLLDLGFSGVWSFLWFVGFCFLTNQWQRTTPGPGTAQAGDAARAAIAFSFFSILSWVALTVKALQRFRLGTDMSLFATDQLGTGAAQAYPGYPVGSGVEGTETYQSPPFTETLDTSSKGYQVPAY. Result: 1 (interaction). (3) The protein sequence of the target gene is MKPGSDDFLPPPECPVFEPSWAEFRDPLGYIAKIRPIAEKSGICKIRPPADWQPPFAVEVDNFRFTPRIQRLNELEAQTRVKLNYLDQIAKFWEIQGSSLKIPNVERKILDLYSLNKIVMEEGGYEAICKDRRWARVAQRLNYPSGKNIGSLLRSHYERIIYPYEIFQSGANLVQCNTDPFDSEERDKEYKPHSIPLRQSVQPSKFSCYSRRGKRLQPEPEPTEEDIEKNPELKKLQIYGAGPKMIGLGLKAKEKTLRKKDSKQPDKEEVTCPATIVVKGEASEFGKVTSAFSDKNLNHS.... Result: 0 (no interaction). The miRNA is mmu-miR-669g with sequence UGCAUUGUAUGUGUUGACAUGAU. (4) The miRNA is hsa-miR-4778-3p with sequence UCUUCUUCCUUUGCAGAGUUGA. The protein sequence of the target gene is MLTELEKALNSIIDVYHKYSLIKGNFHAVYRDDLKKLLETECPQYIRKKGADVWFKELDINTDGAVNFQEFLILVIKMGVAAHKKSHEESHKE. Result: 0 (no interaction). (5) The miRNA is hsa-miR-1236-5p with sequence UGAGUGACAGGGGAAAUGGGGA. The protein sequence of the target gene is MKAAVDLKPTLTIIKTEKVDLELFPSPDMECADVPLLTPSSKEMMSQALKATFSGFTKEQQRLGIPKDPRQWTETHVRDWVMWAVNEFSLKGVDFQKFCMNGAALCALGKECFLELAPDFVGDILWEHLEILQKEDVKPYQVNGVNPTYPESRYTSDYFISYGIEHAQCVPPSEFSEPSFITESYQTLHPISSEELLSLKYENDYPSVILRDPLQTDTLQTDYFAIKQEVLTPDNMCMGRASRGKLGGQDSFESIESYDSCDRLTQSWSSQSSFNSLQRVPSYDSFDSEDYPAALPNHKP.... Result: 0 (no interaction). (6) The protein sequence of the target gene is MFGRKRSVSFGGFGWIDKTMLASLKVKKQELANSSDATLPDRPLSPPLTAPPTMKSSEFFEMLEKMQGIKLEEQKPGPQKNKDDYIPYPSIDEVVEKGGPYPQVILPQFGGYWIEDPENVGTPTSLGSSICEEEEEDNLSPNTFGYKLECKGEARAYRRHFLGKDHLNFYCTGSSLGNLILSVKCEEAEGIEYLRVILRSKLKTVHERIPLAGLSKLPSVPQIAKAFCDDAVGLRFNPVLYPKASQMIVSYDEHEVNNTFKFGVIYQKARQTLEEELFGNNEESPAFKEFLDLLGDTITL.... The miRNA is hsa-miR-6884-5p with sequence AGAGGCUGAGAAGGUGAUGUUG. Result: 1 (interaction). (7) The miRNA is hsa-miR-30a-5p with sequence UGUAAACAUCCUCGACUGGAAG. Result: 1 (interaction). The protein sequence of the target gene is MGLCKCPKRKVTNLFCFEHRVNVCEHCLVANHAKCIVQSYLQWLQDSDYNPNCRLCNIPLASRETTRLVCYDLFHWACLNERAAQLPRNTAPAGYQCPSCNGPIFPPTNLAGPVASALREKLATVNWARAGLGLPLIDEVVSPEPEPLNTSDFSDWSSFNASSTPGPEEVDSASAAPAFYSQAPRPPASPGRPEQHTVIHMGNPEPLTHAPRKVYDTRDDDRTPGLHGDCDDDKYRRRPALGWLARLLRSRAGSRKRPLTLLQRAGLLLLLGLLGFLALLALMSRLGRAAADSDPNLDPL....